From a dataset of Peptide-MHC class I binding affinity with 185,985 pairs from IEDB/IMGT. Regression. Given a peptide amino acid sequence and an MHC pseudo amino acid sequence, predict their binding affinity value. This is MHC class I binding data. (1) The peptide sequence is AYFPREGVF. The MHC is HLA-A01:01 with pseudo-sequence HLA-A01:01. The binding affinity (normalized) is 0. (2) The peptide sequence is KLVALGINAV. The MHC is HLA-A02:05 with pseudo-sequence HLA-A02:05. The binding affinity (normalized) is 0.751. (3) The peptide sequence is EIIPKIKAY. The MHC is HLA-B15:17 with pseudo-sequence HLA-B15:17. The binding affinity (normalized) is 0.0847.